From a dataset of Forward reaction prediction with 1.9M reactions from USPTO patents (1976-2016). Predict the product of the given reaction. (1) Given the reactants [CH3:1][C:2]1[N:9]2[C:5](=[N:6][C:7]3[CH:13]=[CH:12][CH:11]=[CH:10][C:8]=32)[S:4][CH:3]=1.[F:14][C:15]([F:29])([F:28])[C:16]1[CH:17]=[C:18]([CH:21]=[C:22]([C:24]([F:27])([F:26])[F:25])[CH:23]=1)[CH2:19][Cl:20], predict the reaction product. The product is: [Cl-:20].[F:14][C:15]([F:28])([F:29])[C:16]1[CH:17]=[C:18]([CH:21]=[C:22]([C:24]([F:27])([F:25])[F:26])[CH:23]=1)[CH2:19][N+:6]1[C:7]2[CH:13]=[CH:12][CH:11]=[CH:10][C:8]=2[N:9]2[C:2]([CH3:1])=[CH:3][S:4][C:5]=12. (2) Given the reactants FC(F)(F)C(O)=O.C1([C@H](N[C:17]2[C:18](=[O:42])[N:19]([C:32]3[CH:37]=[CH:36][C:35]([C:38]([F:41])([F:40])[F:39])=[CH:34][CH:33]=3)[C@@H:20]([C:22]3[CH:27]=[CH:26][CH:25]=[C:24]([O:28][CH:29]4[CH2:31][CH2:30]4)[CH:23]=3)[CH:21]=2)C)C=CC=CC=1.C1(OC2C=C([C@@H]3N(C4C=CC(C(F)(F)F)=CC=4)C(=O)C(=O)C3)C=CC=2)CC1.[CH3:70][C:71]([NH2:83])([C:73]1[CH:74]=[N:75][C:76]([C:79]([F:82])([F:81])[F:80])=[CH:77][CH:78]=1)[CH3:72].C(O)(=O)C, predict the reaction product. The product is: [CH3:72][C:71]([NH:83][C:17]1[C:18](=[O:42])[N:19]([C:32]2[CH:33]=[CH:34][C:35]([C:38]([F:41])([F:39])[F:40])=[CH:36][CH:37]=2)[C@@H:20]([C:22]2[CH:27]=[CH:26][CH:25]=[C:24]([O:28][CH:29]3[CH2:31][CH2:30]3)[CH:23]=2)[CH:21]=1)([C:73]1[CH:74]=[N:75][C:76]([C:79]([F:81])([F:82])[F:80])=[CH:77][CH:78]=1)[CH3:70].